This data is from Reaction yield outcomes from USPTO patents with 853,638 reactions. The task is: Predict the reaction yield, written as a fraction of the theoretical maximum amount of product (1.0 means a 100% yield; for example, 0.34 means a 34% yield). (1) The yield is 0.920. The reactants are C(=O)([O-])[O-].[Cs+].[Cs+].Br[CH2:8][C:9]#[N:10].[OH:11][C:12]1[CH:13]=[CH:14][C:15]([N:18]2[CH:22]=[CH:21][C:20]([CH:23]([C:25]3[CH:42]=[CH:41][C:28]4[N:29]([CH2:33][O:34][CH2:35][CH2:36][Si:37]([CH3:40])([CH3:39])[CH3:38])[C:30](=[O:32])[S:31][C:27]=4[CH:26]=3)[CH3:24])=[N:19]2)=[N:16][CH:17]=1. The catalyst is CN(C=O)C.CCOC(C)=O.O. The product is [O:32]=[C:30]1[N:29]([CH2:33][O:34][CH2:35][CH2:36][Si:37]([CH3:40])([CH3:39])[CH3:38])[C:28]2[CH:41]=[CH:42][C:25]([CH:23]([C:20]3[CH:21]=[CH:22][N:18]([C:15]4[N:16]=[CH:17][C:12]([O:11][CH2:8][C:9]#[N:10])=[CH:13][CH:14]=4)[N:19]=3)[CH3:24])=[CH:26][C:27]=2[S:31]1. (2) The reactants are [CH:1]1[C:13]2[CH:12]([CH2:14][O:15][C:16]([NH:18][C@@H:19]([CH2:23][CH2:24][CH2:25][CH2:26][NH2:27])[C:20]([OH:22])=[O:21])=[O:17])[C:11]3[C:6](=[CH:7][CH:8]=[CH:9][CH:10]=3)[C:5]=2[CH:4]=[CH:3][CH:2]=1.CCN([CH:34]([CH3:36])[CH3:35])C(C)C.Cl. The catalyst is C(O)(C(F)(F)F)=O.C(Cl)Cl.CN(C=O)C. The product is [CH:10]1[C:11]2[CH:12]([CH2:14][O:15][C:16]([NH:18][C@@H:19]([CH2:23][CH2:24][CH2:25][CH2:26][NH:27][C:14](=[O:15])[CH2:12][CH2:11][CH2:36][C:34]#[CH:35])[C:20]([OH:22])=[O:21])=[O:17])[C:13]3[C:5](=[CH:4][CH:3]=[CH:2][CH:1]=3)[C:6]=2[CH:7]=[CH:8][CH:9]=1. The yield is 0.784. (3) The reactants are Br.[NH2:2][C:3]1[C:8]([CH2:9]Br)=[CH:7][C:6]([Br:11])=[CH:5][N:4]=1.[CH3:12][NH2:13]. The catalyst is C1COCC1. The product is [NH2:2][C:3]1[C:8]([CH2:9][NH:13][CH3:12])=[CH:7][C:6]([Br:11])=[CH:5][N:4]=1. The yield is 0.800.